From a dataset of Forward reaction prediction with 1.9M reactions from USPTO patents (1976-2016). Predict the product of the given reaction. (1) Given the reactants [OH:1][C:2]1[CH:10]=[CH:9][CH:8]=[C:7]2[C:3]=1[CH:4]=[N:5][NH:6]2.[H-].[Na+].[CH2:13](Br)[C:14]1[CH:19]=[CH:18][CH:17]=[CH:16][CH:15]=1, predict the reaction product. The product is: [C:14]1([CH2:13][O:1][C:2]2[CH:10]=[CH:9][CH:8]=[C:7]3[C:3]=2[CH:4]=[N:5][NH:6]3)[CH:19]=[CH:18][CH:17]=[CH:16][CH:15]=1. (2) Given the reactants [CH2:1]=[O:2].S([O-])([O-])(=O)=O.[Mg+2].[Br:9][C:10]1[CH:11]=[C:12]([C:19]([CH3:22])([CH3:21])[CH3:20])C(OC)=[C:14]([CH:16]=1)[NH2:15].C[Si](C)(C)[O:25]C(C=C)=C.[Al](Cl)(CC)CC.[OH2:38], predict the reaction product. The product is: [Br:9][C:10]1[CH:16]=[C:14]([N+:15]([O-:25])=[O:38])[C:1]([OH:2])=[C:12]([C:19]([CH3:22])([CH3:21])[CH3:20])[CH:11]=1. (3) Given the reactants [NH2:1][C:2]1[N:7]=[CH:6][N:5]=[C:4]2[N:8]([C@@H:25]3[CH2:30][CH2:29][CH2:28][N:27]([C:31](=[O:35])[CH2:32][C:33]#[N:34])[CH2:26]3)[N:9]=[C:10]([C:11]3[CH:16]=[CH:15][C:14]([O:17][C:18]4[CH:23]=[CH:22][CH:21]=[CH:20][CH:19]=4)=[CH:13][C:12]=3[F:24])[C:3]=12.[CH2:36]([N:38]1[CH2:43][CH2:42][N:41]([C:44]([CH3:48])([CH3:47])[CH:45]=O)[CH2:40][CH2:39]1)[CH3:37].N1CCCC1.Cl[Si](C)(C)C.C([O-])(O)=O.[Na+], predict the reaction product. The product is: [NH2:1][C:2]1[N:7]=[CH:6][N:5]=[C:4]2[N:8]([C@@H:25]3[CH2:30][CH2:29][CH2:28][N:27]([C:31]([C:32](=[CH:48][C:44]([N:41]4[CH2:40][CH2:39][N:38]([CH2:36][CH3:37])[CH2:43][CH2:42]4)([CH3:45])[CH3:47])[C:33]#[N:34])=[O:35])[CH2:26]3)[N:9]=[C:10]([C:11]3[CH:16]=[CH:15][C:14]([O:17][C:18]4[CH:19]=[CH:20][CH:21]=[CH:22][CH:23]=4)=[CH:13][C:12]=3[F:24])[C:3]=12. (4) Given the reactants [NH2:1][C:2]1[C:7]([OH:8])=[CH:6][CH:5]=[C:4]([CH3:9])[CH:3]=1.[C:10](OC1C=CC=CC=1)(=O)[C:11]1[C:12](=[CH:14][CH:15]=[CH:16][CH:17]=1)[OH:13], predict the reaction product. The product is: [OH:13][C:12]1[CH:14]=[CH:15][CH:16]=[CH:17][C:11]=1[C:10]1[O:8][C:7]2[CH:6]=[CH:5][C:4]([CH3:9])=[CH:3][C:2]=2[N:1]=1. (5) Given the reactants Cl[C:2]1[CH:7]=[CH:6][C:5]2=[N:8][C:9]([C:11]3[CH:12]=[CH:13][C:14]([CH3:24])=[C:15]([NH:17][C:18](=[O:23])[C:19]([CH3:22])([CH3:21])[CH3:20])[CH:16]=3)=[CH:10][N:4]2[N:3]=1.[B:25]1(B2OC(C)(C)C(C)(C)O2)[O:29]C(C)(C)C(C)(C)[O:26]1.C([O-])(=O)C.[K+], predict the reaction product. The product is: [CH3:24][C:14]1[CH:13]=[CH:12][C:11]([C:9]2[N:8]=[C:5]3[CH:6]=[CH:7][C:2]([B:25]([OH:29])[OH:26])=[N:3][N:4]3[CH:10]=2)=[CH:16][C:15]=1[NH:17][C:18](=[O:23])[C:19]([CH3:22])([CH3:21])[CH3:20]. (6) Given the reactants [Br:1][C:2]1[CH:3]=[C:4]2[C:9](Cl)=[C:8]([C:11]([NH2:13])=[O:12])[CH:7]=[N:6][N:5]2[CH:14]=1.Cl.[NH2:16][C@H:17]([CH3:23])[C:18]([CH3:22])([CH3:21])[C:19]#[N:20].CCN(C(C)C)C(C)C, predict the reaction product. The product is: [Br:1][C:2]1[CH:3]=[C:4]2[C:9]([NH:16][C@@H:17]([C:18]([C:19]#[N:20])([CH3:22])[CH3:21])[CH3:23])=[C:8]([C:11]([NH2:13])=[O:12])[CH:7]=[N:6][N:5]2[CH:14]=1. (7) Given the reactants [NH:1]1[C:9]2[C:4](=[CH:5][CH:6]=[CH:7][CH:8]=2)[CH2:3][C:2]1=[O:10].[C:11](Cl)(=[O:18])[C:12]1[CH:17]=[CH:16][CH:15]=[CH:14][CH:13]=1.[OH2:20].Cl, predict the reaction product. The product is: [C:11]([N:1]1[C:9]2[C:4](=[CH:5][CH:6]=[CH:7][CH:8]=2)[C:3](=[C:3]([OH:20])[C:4]2[CH:9]=[CH:8][CH:7]=[CH:6][CH:5]=2)[C:2]1=[O:10])(=[O:18])[C:12]1[CH:17]=[CH:16][CH:15]=[CH:14][CH:13]=1.